From a dataset of Forward reaction prediction with 1.9M reactions from USPTO patents (1976-2016). Predict the product of the given reaction. (1) Given the reactants [CH3:1][NH:2][C:3]1[CH:8]=[CH:7][C:6]([C:9]2[S:10][C:11]3[CH:17]=[C:16]([O:18]C)[CH:15]=[CH:14][C:12]=3[N:13]=2)=[CH:5][N:4]=1.Br(O)(=O)=O.C(=O)(O)[O-].[Na+], predict the reaction product. The product is: [CH3:1][NH:2][C:3]1[CH:8]=[CH:7][C:6]([C:9]2[S:10][C:11]3[CH:17]=[C:16]([OH:18])[CH:15]=[CH:14][C:12]=3[N:13]=2)=[CH:5][N:4]=1. (2) Given the reactants [H-].[Al+3].[Li+].[H-].[H-].[H-].[CH:7]1([CH2:10][N:11]2[C:15]3[CH:16]=[CH:17][C:18]([C:20](OC)=[O:21])=[CH:19][C:14]=3[N:13]=[C:12]2[CH2:24][C:25]([CH3:28])([CH3:27])[CH3:26])[CH2:9][CH2:8]1, predict the reaction product. The product is: [CH:7]1([CH2:10][N:11]2[C:15]3[CH:16]=[CH:17][C:18]([CH2:20][OH:21])=[CH:19][C:14]=3[N:13]=[C:12]2[CH2:24][C:25]([CH3:28])([CH3:27])[CH3:26])[CH2:8][CH2:9]1. (3) Given the reactants [NH2:1][C:2]1[CH:3]=[C:4]([OH:9])[CH:5]=[CH:6][C:7]=1[CH3:8].C(=O)([O-])O.[Na+].[C:15]([C:17]1([C:20]2[CH:21]=[C:22]([CH:26]=[CH:27][CH:28]=2)[C:23](Cl)=[O:24])[CH2:19][CH2:18]1)#[N:16], predict the reaction product. The product is: [C:15]([C:17]1([C:20]2[CH:21]=[C:22]([CH:26]=[CH:27][CH:28]=2)[C:23]([NH:1][C:2]2[CH:3]=[C:4]([OH:9])[CH:5]=[CH:6][C:7]=2[CH3:8])=[O:24])[CH2:18][CH2:19]1)#[N:16]. (4) Given the reactants C1N(CCS(O)(=O)=O)CCOC1.[CH2:13](S)[C@@H:14](O)[C@H:15](O)[CH2:16]S.C([N:32]([CH2:37][C:38]([OH:40])=[O:39])CC(O)=O)C[N:32](CC(O)=O)[CH2:37][C:38]([OH:40])=[O:39].S([O-])([O-])(=O)=O.[NH4+].[NH4+], predict the reaction product. The product is: [NH2:32][C@H:37]([C:38]([OH:40])=[O:39])[C@H:14]([CH2:15][CH3:16])[CH3:13]. (5) Given the reactants [NH2:1][C:2]1[CH:3]=[C:4]([CH:19]=[CH:20][CH:21]=1)[CH2:5][C:6]1[C:11](=[O:12])[CH:10]=[CH:9][N:8]([C:13]2[CH:14]=[N:15][N:16]([CH3:18])[CH:17]=2)[N:7]=1.CCN(C(C)C)C(C)C.Cl[C:32]([O:34][CH2:35][CH3:36])=[O:33].C[OH:38], predict the reaction product. The product is: [CH2:35]([O:34][C:32](=[O:33])[NH:1][C:2]1[CH:21]=[CH:20][CH:19]=[C:4]([C:5]([C:6]2[C:11](=[O:12])[CH:10]=[CH:9][N:8]([C:13]3[CH:14]=[N:15][N:16]([CH3:18])[CH:17]=3)[N:7]=2)=[O:38])[CH:3]=1)[CH3:36]. (6) The product is: [CH2:19]([NH:23][C:12](=[O:14])[CH2:11][C@H:5]1[CH2:4][C@@H:3]([CH2:2][OH:1])[O:8][C:7]([CH3:9])([CH3:10])[O:6]1)[CH2:20][CH2:21][CH3:22]. Given the reactants [OH:1][CH2:2][C@H:3]1[O:8][C:7]([CH3:10])([CH3:9])[O:6][C@@H:5]([CH2:11][C:12]([O:14]C(C)(C)C)=O)[CH2:4]1.[CH2:19]([NH2:23])[CH2:20][CH2:21][CH3:22].[Na].CC(C)([O-])C, predict the reaction product. (7) Given the reactants [C:1]([O:6][CH3:7])(=[O:5])[C:2]([CH3:4])=O.[Cl:8][C:9]1[CH:10]=[C:11]([CH:13]=[CH:14][C:15]=1[F:16])[NH2:12].[H][H], predict the reaction product. The product is: [Cl:8][C:9]1[CH:10]=[C:11]([NH:12][C@H:2]([C:1]([O:6][CH3:7])=[O:5])[CH3:4])[CH:13]=[CH:14][C:15]=1[F:16].